This data is from Full USPTO retrosynthesis dataset with 1.9M reactions from patents (1976-2016). The task is: Predict the reactants needed to synthesize the given product. (1) The reactants are: [CH:1]1([C:4]([N:6]2[CH2:11][CH2:10][N:9]([C:12]([C:14]3[CH:19]=[CH:18][C:17]([CH:20]4[C:25]5=[N:26][NH:27][C:28](=[O:33])[C:29]6[CH:30]=[CH:31][CH:32]=[C:23]([C:24]=65)[NH:22][CH:21]4[C:34]4[CH:39]=[CH:38][C:37]([CH:40](OCC)[O:41]CC)=[CH:36][CH:35]=4)=[CH:16][CH:15]=3)=[O:13])[CH2:8][CH2:7]2)=[O:5])[CH2:3][CH2:2]1.C(=O)([O-])[O-].[K+].[K+]. Given the product [CH:1]1([C:4]([N:6]2[CH2:7][CH2:8][N:9]([C:12]([C:14]3[CH:15]=[CH:16][C:17]([CH:20]4[C:25]5=[N:26][NH:27][C:28](=[O:33])[C:29]6[CH:30]=[CH:31][CH:32]=[C:23]([C:24]=65)[NH:22][CH:21]4[C:34]4[CH:39]=[CH:38][C:37]([CH:40]=[O:41])=[CH:36][CH:35]=4)=[CH:18][CH:19]=3)=[O:13])[CH2:10][CH2:11]2)=[O:5])[CH2:3][CH2:2]1, predict the reactants needed to synthesize it. (2) Given the product [N:15]([C@H:2]([CH3:14])[CH2:3][CH2:4][CH2:5][CH2:6][C:7]([O:9][C:10]([CH3:13])([CH3:12])[CH3:11])=[O:8])=[N+:16]=[N-:17], predict the reactants needed to synthesize it. The reactants are: Br[C@@H:2]([CH3:14])[CH2:3][CH2:4][CH2:5][CH2:6][C:7]([O:9][C:10]([CH3:13])([CH3:12])[CH3:11])=[O:8].[N-:15]=[N+:16]=[N-:17].[Na+]. (3) Given the product [F:1][C:2]1[CH:11]=[CH:10][C:5]([C:6]2[O:7][C:12]([CH3:13])=[N:9][N:8]=2)=[CH:4][CH:3]=1, predict the reactants needed to synthesize it. The reactants are: [F:1][C:2]1[CH:11]=[CH:10][C:5]([C:6]([NH:8][NH2:9])=[O:7])=[CH:4][CH:3]=1.[CH2:12](OC(OCC)(OCC)C)[CH3:13]. (4) Given the product [Br:1][C:2]1[CH:3]=[N:4][N:5]([C:22]2[CH:27]=[CH:26][CH:25]=[C:24]([O:28][CH3:29])[CH:23]=2)[CH:6]=1, predict the reactants needed to synthesize it. The reactants are: [Br:1][C:2]1[CH:3]=[N:4][NH:5][CH:6]=1.C([O-])([O-])=O.[K+].[K+].[C@@H]1(N)CCCC[C@H]1N.I[C:22]1[CH:27]=[CH:26][CH:25]=[C:24]([O:28][CH3:29])[CH:23]=1. (5) Given the product [CH3:1][N:2]([CH3:46])[C:3]([NH:5][C:6]1[CH:11]=[CH:10][C:9]([C:12]2[C:16]([C:17]3[CH:22]=[CH:21][N:20]=[C:19]4[NH:23][C:24]([C:26]5[CH:31]=[N:30][C:29]([N:32]6[CH2:37][CH2:36][NH:35][CH2:34][CH2:33]6)=[N:28][CH:27]=5)=[CH:25][C:18]=34)=[CH:15][N:14]([CH3:45])[N:13]=2)=[CH:8][CH:7]=1)=[O:4], predict the reactants needed to synthesize it. The reactants are: [CH3:1][N:2]([CH3:46])[C:3]([NH:5][C:6]1[CH:11]=[CH:10][C:9]([C:12]2[C:16]([C:17]3[CH:22]=[CH:21][N:20]=[C:19]4[NH:23][C:24]([C:26]5[CH:27]=[N:28][C:29]([N:32]6[CH2:37][CH2:36][N:35](C(OC(C)(C)C)=O)[CH2:34][CH2:33]6)=[N:30][CH:31]=5)=[CH:25][C:18]=34)=[CH:15][N:14]([CH3:45])[N:13]=2)=[CH:8][CH:7]=1)=[O:4].FC(F)(F)C(O)=O.